This data is from Forward reaction prediction with 1.9M reactions from USPTO patents (1976-2016). The task is: Predict the product of the given reaction. (1) Given the reactants [CH2:1]([C:13]1[S:14][CH:15]=[CH:16][CH:17]=1)[CH2:2][CH2:3][CH2:4][CH2:5][CH2:6][CH2:7][CH2:8][CH2:9][CH2:10][CH2:11][CH3:12].[Li]CCCC.[CH3:23][Sn:24](Cl)([CH3:26])[CH3:25], predict the reaction product. The product is: [CH2:1]([C:13]1[S:14][C:15]([Sn:24]([CH3:26])([CH3:25])[CH3:23])=[CH:16][CH:17]=1)[CH2:2][CH2:3][CH2:4][CH2:5][CH2:6][CH2:7][CH2:8][CH2:9][CH2:10][CH2:11][CH3:12]. (2) Given the reactants [Cl:1][C:2]1[CH:3]=[C:4]([C:9]([CH2:31][N+:32]([O-])=O)([C:27]([F:30])([F:29])[F:28])[CH2:10][C:11]([C:13]2[CH:25]=[CH:24][C:16]([C:17]([NH:19][CH:20]3[CH2:23][S:22][CH2:21]3)=[O:18])=[C:15]([CH3:26])[CH:14]=2)=O)[CH:5]=[C:6]([Cl:8])[CH:7]=1.Cl.O, predict the reaction product. The product is: [Cl:1][C:2]1[CH:3]=[C:4]([C:9]2([C:27]([F:30])([F:29])[F:28])[CH2:31][N:32]=[C:11]([C:13]3[CH:25]=[CH:24][C:16]([C:17]([NH:19][CH:20]4[CH2:23][S:22][CH2:21]4)=[O:18])=[C:15]([CH3:26])[CH:14]=3)[CH2:10]2)[CH:5]=[C:6]([Cl:8])[CH:7]=1.